Predict which catalyst facilitates the given reaction. From a dataset of Catalyst prediction with 721,799 reactions and 888 catalyst types from USPTO. Reactant: Cl.C(OC([N:9]1[C@H:14]([CH2:15][NH:16][C:17](=[O:22])[C:18]([F:21])([F:20])[F:19])[CH2:13][C@H:12]2[C@@H:10]1[CH2:11]2)=O)(C)(C)C. Product: [C@H:10]12[CH2:11][C@H:12]1[CH2:13][C@@H:14]([CH2:15][NH:16][C:17](=[O:22])[C:18]([F:20])([F:21])[F:19])[NH:9]2. The catalyst class is: 12.